This data is from Full USPTO retrosynthesis dataset with 1.9M reactions from patents (1976-2016). The task is: Predict the reactants needed to synthesize the given product. (1) Given the product [CH3:93][O:92][C:64]1[CH:63]=[C:62]2[C:67]([C:68]([NH:70][C:71]3[CH:72]=[C:73]4[C:77](=[CH:78][CH:79]=3)[N:76]([C:80]([O:82][C:83]([CH3:86])([CH3:85])[CH3:84])=[O:81])[N:75]=[CH:74]4)=[N:69][C:60]([C:56]3[CH:57]=[CH:58][CH:59]=[C:54]([NH:53][C:8](=[O:10])[CH2:7][N:4]4[CH2:3][CH2:2][O:1][CH2:6][CH2:5]4)[CH:55]=3)=[N:61]2)=[CH:66][C:65]=1[O:87][CH2:88][CH2:89][O:90][CH3:91], predict the reactants needed to synthesize it. The reactants are: [O:1]1[CH2:6][CH2:5][N:4]([CH2:7][C:8]([OH:10])=O)[CH2:3][CH2:2]1.CCN(C(C)C)C(C)C.C1CN([P+](ON2N=NC3C=CC=CC2=3)(N2CCCC2)N2CCCC2)CC1.F[P-](F)(F)(F)(F)F.[NH2:53][C:54]1[CH:55]=[C:56]([C:60]2[N:69]=[C:68]([NH:70][C:71]3[CH:72]=[C:73]4[C:77](=[CH:78][CH:79]=3)[N:76]([C:80]([O:82][C:83]([CH3:86])([CH3:85])[CH3:84])=[O:81])[N:75]=[CH:74]4)[C:67]3[C:62](=[CH:63][C:64]([O:92][CH3:93])=[C:65]([O:87][CH2:88][CH2:89][O:90][CH3:91])[CH:66]=3)[N:61]=2)[CH:57]=[CH:58][CH:59]=1. (2) Given the product [Br:14][C:11]1[CH:10]=[C:5]([CH:4]=[C:3]([CH:1]=[O:2])[C:12]=1[OH:13])[C:6]([O:8][CH3:9])=[O:7], predict the reactants needed to synthesize it. The reactants are: [CH:1]([C:3]1[CH:4]=[C:5]([CH:10]=[CH:11][C:12]=1[OH:13])[C:6]([O:8][CH3:9])=[O:7])=[O:2].[Br:14]N1C(=O)CCC1=O.